This data is from Reaction yield outcomes from USPTO patents with 853,638 reactions. The task is: Predict the reaction yield, written as a fraction of the theoretical maximum amount of product (1.0 means a 100% yield; for example, 0.34 means a 34% yield). (1) The reactants are [F:1][C:2]1[CH:7]=[CH:6][CH:5]=[C:4]([F:8])[C:3]=1[N:9]1[C:14]2[N:15]=[C:16]([NH:27][CH2:28][CH2:29][NH2:30])[N:17]=[C:18]([C:19]3[CH:24]=[CH:23][C:22]([F:25])=[CH:21][C:20]=3[CH3:26])[C:13]=2[CH:12]=[CH:11][C:10]1=[O:31].[F:32][C:33]1[CH:34]=[C:35]([N:39]=[C:40]=[O:41])[CH:36]=[CH:37][CH:38]=1. No catalyst specified. The product is [F:1][C:2]1[CH:7]=[CH:6][CH:5]=[C:4]([F:8])[C:3]=1[N:9]1[C:14]2[N:15]=[C:16]([NH:27][CH2:28][CH2:29][NH:30][C:40]([NH:39][C:35]3[CH:36]=[CH:37][CH:38]=[C:33]([F:32])[CH:34]=3)=[O:41])[N:17]=[C:18]([C:19]3[CH:24]=[CH:23][C:22]([F:25])=[CH:21][C:20]=3[CH3:26])[C:13]=2[CH:12]=[CH:11][C:10]1=[O:31]. The yield is 0.676. (2) The reactants are [CH3:1][C:2]([C:4]1[CH:9]=[CH:8][C:7]([O:10][CH3:11])=[CH:6][CH:5]=1)=[O:3].[Na+].[Cl-].[C:14]1(C(O)(CCCC)CC)C=CC=C[CH:15]=1.CC1C=CC=CC=1C(O)(CC)C. The catalyst is O.C(Cl)(Cl)Cl. The product is [CH3:11][O:10][C:7]1[CH:8]=[CH:9][C:4]([C:2]([OH:3])([CH2:14][CH3:15])[CH3:1])=[CH:5][CH:6]=1. The yield is 0.852. (3) The reactants are [CH3:1][O:2][C:3]1[CH:8]=[CH:7][C:6]([S:9]([N:12]2[CH2:17][CH2:16][CH:15]([C:18](=[S:20])[NH2:19])[CH2:14][CH2:13]2)(=[O:11])=[O:10])=[CH:5][CH:4]=1.C([O-])(O)=O.[Na+].[F:26][C:27]1[CH:36]=[CH:35][C:30]([C:31](=O)[CH2:32]Br)=[CH:29][CH:28]=1.CCCCCC.CCOC(C)=O. The catalyst is CCO.O. The product is [F:26][C:27]1[CH:36]=[CH:35][C:30]([C:31]2[N:19]=[C:18]([CH:15]3[CH2:14][CH2:13][N:12]([S:9]([C:6]4[CH:7]=[CH:8][C:3]([O:2][CH3:1])=[CH:4][CH:5]=4)(=[O:11])=[O:10])[CH2:17][CH2:16]3)[S:20][CH:32]=2)=[CH:29][CH:28]=1. The yield is 0.310. (4) The reactants are [CH3:1][C:2]1([CH3:15])[C:10]2[N:11]=[CH:12][N:13]=[CH:14][C:9]=2[C:8]2[CH:7]=[CH:6][CH:5]=[CH:4][C:3]1=2.[Br:16]Br.O. The catalyst is C(Cl)(Cl)Cl. The product is [Br:16][C:5]1[CH:6]=[CH:7][C:8]2[C:9]3[CH:14]=[N:13][CH:12]=[N:11][C:10]=3[C:2]([CH3:15])([CH3:1])[C:3]=2[CH:4]=1. The yield is 0.660. (5) The reactants are [Br:1][C:2]1[CH:7]=[CH:6][C:5]([C:8]([CH3:19])([C:14](OCC)=[O:15])[C:9](OCC)=[O:10])=[CH:4][CH:3]=1.[H-].[Al+3].[Li+].[H-].[H-].[H-]. The catalyst is C1COCC1. The product is [Br:1][C:2]1[CH:3]=[CH:4][C:5]([C:8]([CH3:19])([CH2:14][OH:15])[CH2:9][OH:10])=[CH:6][CH:7]=1. The yield is 0.790. (6) The reactants are Br.Br[C:3]1[CH:8]=[CH:7][N:6]=[N:5][CH:4]=1.C([O:12][C@@H:13]1[CH2:18][C@H:17]([C:19]2[CH:24]=[CH:23][N:22]=[CH:21][C:20]=2[NH:25][C:26](=[O:43])[C:27]2[C:32]([NH2:33])=[CH:31][CH:30]=[C:29](B3OC(C)(C)C(C)(C)O3)[N:28]=2)[O:16][C@H:15]([CH3:44])[C@@:14]1([CH2:46][CH3:47])[OH:45])(=O)C. No catalyst specified. The product is [NH2:33][C:32]1[C:27]([C:26]([NH:25][C:20]2[CH:21]=[N:22][CH:23]=[CH:24][C:19]=2[C@H:17]2[CH2:18][C@@H:13]([OH:12])[C@:14]([CH2:46][CH3:47])([OH:45])[C@@H:15]([CH3:44])[O:16]2)=[O:43])=[N:28][C:29]([C:3]2[CH:8]=[CH:7][N:6]=[N:5][CH:4]=2)=[CH:30][CH:31]=1. The yield is 0.470.